From a dataset of Catalyst prediction with 721,799 reactions and 888 catalyst types from USPTO. Predict which catalyst facilitates the given reaction. (1) Reactant: Cl.[Cl:2][C:3]1[CH:8]=[C:7]([Cl:9])[CH:6]=[CH:5][C:4]=1[CH2:10][CH2:11][O:12][C:13]1[CH:14]=[C:15]([C:21]([N:23]2[CH2:28][CH2:27][NH:26][CH2:25][CH2:24]2)=[O:22])[CH:16]=[CH:17][C:18]=1[O:19][CH3:20].C(=O)([O-])[O-].[K+].[K+].Br[CH2:36][C:37]1[CH:44]=[CH:43][C:40]([C:41]#[N:42])=[CH:39][CH:38]=1. Product: [Cl:2][C:3]1[CH:8]=[C:7]([Cl:9])[CH:6]=[CH:5][C:4]=1[CH2:10][CH2:11][O:12][C:13]1[CH:14]=[C:15]([CH:16]=[CH:17][C:18]=1[O:19][CH3:20])[C:21]([N:23]1[CH2:28][CH2:27][N:26]([CH2:36][C:37]2[CH:44]=[CH:43][C:40]([C:41]#[N:42])=[CH:39][CH:38]=2)[CH2:25][CH2:24]1)=[O:22]. The catalyst class is: 3. (2) Reactant: [N:1]1[CH:6]=[CH:5][C:4]([CH2:7][NH:8][C:9]([C:11]2[S:19][C:18]3[N:13]([C:14](=[O:22])[NH:15][C:16](=[O:21])[C:17]=3[CH3:20])[CH:12]=2)=[O:10])=[CH:3][CH:2]=1.C(=O)([O-])[O-].[Cs+].[Cs+].[CH3:29][S:30]([C:33]1[CH:40]=[CH:39][C:36]([CH2:37][Cl:38])=[CH:35][CH:34]=1)(=[O:32])=[O:31]. Product: [ClH:38].[N:1]1[CH:6]=[CH:5][C:4]([CH2:7][NH:8][C:9]([C:11]2[S:19][C:18]3[N:13]([C:14](=[O:22])[N:15]([CH2:37][C:36]4[CH:35]=[CH:34][C:33]([S:30]([CH3:29])(=[O:32])=[O:31])=[CH:40][CH:39]=4)[C:16](=[O:21])[C:17]=3[CH3:20])[CH:12]=2)=[O:10])=[CH:3][CH:2]=1. The catalyst class is: 9. (3) Reactant: [Na+].[OH:2][C:3]1[CH:8]=[CH:7][C:6]([CH2:9][C@H:10]([O:14][CH3:15])[C:11]([O-:13])=[O:12])=[CH:5][CH:4]=1.[C:16]1([CH3:22])[CH:21]=[CH:20][CH:19]=[CH:18][CH:17]=1.C(N1[CH:34]=[CH:33][N:32]=[CH:31]1)([N:32]1[CH:33]=[CH:34]N=[CH:31]1)=O.[CH:35]([OH:38])(C)[CH3:36].CCCCCCC.FC(F)(F)C(O)=[O:49]. Product: [CH2:35]([O:38][C:19]1[CH:20]=[CH:21][C:16]([CH2:22][CH2:31][NH:32][C:33]([CH2:34][O:2][C:3]2[CH:4]=[CH:5][C:6]([CH2:9][C@H:10]([O:14][CH3:15])[C:11]([OH:13])=[O:12])=[CH:7][CH:8]=2)=[O:49])=[CH:17][CH:18]=1)[CH3:36]. The catalyst class is: 13. (4) Reactant: [NH2:1][CH2:2][C@@H:3]([C:5]1[CH:6]=[CH:7][C:8]([OH:16])=[C:9]([NH:11][S:12]([CH3:15])(=[O:14])=[O:13])[CH:10]=1)[OH:4].[CH2:17]([O:24][C:25](=[O:55])[C@@H:26]([NH:38][C:39](=[O:54])[C:40]1[CH:45]=[CH:44][C:43]([N:46]2[CH2:51][CH2:50][CH:49]([CH:52]=O)[CH2:48][CH2:47]2)=[CH:42][CH:41]=1)[CH2:27][C:28]([O:30][CH2:31][C:32]1[CH:37]=[CH:36][CH:35]=[CH:34][CH:33]=1)=[O:29])[C:18]1[CH:23]=[CH:22][CH:21]=[CH:20][CH:19]=1.C(O)(=O)C.C([BH3-])#N.[Na+]. Product: [CH2:17]([O:24][C:25](=[O:55])[C@@H:26]([NH:38][C:39](=[O:54])[C:40]1[CH:45]=[CH:44][C:43]([N:46]2[CH2:51][CH2:50][CH:49]([CH2:52][NH:1][CH2:2][C@H:3]([OH:4])[C:5]3[CH:6]=[CH:7][C:8]([OH:16])=[C:9]([NH:11][S:12]([CH3:15])(=[O:14])=[O:13])[CH:10]=3)[CH2:48][CH2:47]2)=[CH:42][CH:41]=1)[CH2:27][C:28]([O:30][CH2:31][C:32]1[CH:37]=[CH:36][CH:35]=[CH:34][CH:33]=1)=[O:29])[C:18]1[CH:23]=[CH:22][CH:21]=[CH:20][CH:19]=1. The catalyst class is: 5. (5) Reactant: [F:1][C:2]1([F:16])[C:7](=[O:8])[NH:6][C:5]2[CH:9]=[CH:10][C:11]([N+:13]([O-:15])=[O:14])=[CH:12][C:4]=2[O:3]1.[C:17]([O-])([O-])=O.[K+].[K+].O. Product: [F:16][C:2]1([F:1])[C:7](=[O:8])[N:6]([CH3:17])[C:5]2[CH:9]=[CH:10][C:11]([N+:13]([O-:15])=[O:14])=[CH:12][C:4]=2[O:3]1. The catalyst class is: 3. (6) Reactant: [C:1]([O:5][C:6]([C:8]1[C:12]([CH3:13])=[C:11]([C:14](=[O:24])[NH:15][CH2:16][CH2:17][CH2:18][CH2:19][CH2:20][CH2:21][CH2:22]C)[S:10][C:9]=1[NH:25][C:26]([NH:28][CH2:29][CH2:30][CH2:31][CH2:32][CH2:33][CH2:34][CH2:35][CH3:36])=[O:27])=[O:7])([CH3:4])([CH3:3])[CH3:2].C(N)C1C=CC=CC=1.C(Cl)(Cl)Cl. Product: [C:1]([O:5][C:6]([C:8]1[C:12]([CH3:13])=[C:11]([C:14](=[O:24])[NH:15][CH2:16][C:17]2[CH:18]=[CH:19][CH:20]=[CH:21][CH:22]=2)[S:10][C:9]=1[NH:25][C:26]([NH:28][CH2:29][CH2:30][CH2:31][CH2:32][CH2:33][CH2:34][CH2:35][CH3:36])=[O:27])=[O:7])([CH3:2])([CH3:3])[CH3:4]. The catalyst class is: 5. (7) Reactant: [CH3:1][C:2]([CH2:14][CH2:15][CH:16]=[C:17]([CH3:24])[CH2:18][CH2:19][CH:20]=[C:21]([CH3:23])[CH3:22])=[CH:3][CH2:4][CH2:5][C:6]([O:8][CH2:9][CH:10]([CH2:12][OH:13])[OH:11])=[O:7]. Product: [CH3:1][C:2]([CH2:14][CH2:15][CH:16]=[C:17]([CH3:24])[CH2:18][CH2:19][CH:20]=[C:21]([CH3:23])[CH3:22])=[CH:3][CH2:4][CH2:5][C:6]([O:8][CH2:9][CH:10]([CH2:12][OH:13])[OH:11])=[O:7].[OH2:7]. The catalyst class is: 6. (8) Reactant: [CH3:1][C:2]1[O:3][C:4]2[CH:10]=[C:9]([N+:11]([O-])=O)[CH:8]=[CH:7][C:5]=2[N:6]=1. Product: [CH3:1][C:2]1[O:3][C:4]2[CH:10]=[C:9]([NH2:11])[CH:8]=[CH:7][C:5]=2[N:6]=1. The catalyst class is: 19. (9) Reactant: [H-].[Na+].[S:3]([N:13]1[C:17]2[N:18]=[CH:19][C:20]3[N:21]([C:22]([C:25]45[CH2:32][CH2:31][C:28]([NH:33][S:34]([CH:37]6[CH2:39][CH2:38]6)(=[O:36])=[O:35])([CH2:29][CH2:30]4)[CH2:27][CH2:26]5)=[N:23][N:24]=3)[C:16]=2[CH:15]=[CH:14]1)([C:6]1[CH:12]=[CH:11][C:9]([CH3:10])=[CH:8][CH:7]=1)(=[O:5])=[O:4].I[CH3:41]. Product: [CH3:41][N:33]([C:28]12[CH2:27][CH2:26][C:25]([C:22]3[N:21]4[C:16]5[CH:15]=[CH:14][N:13]([S:3]([C:6]6[CH:7]=[CH:8][C:9]([CH3:10])=[CH:11][CH:12]=6)(=[O:4])=[O:5])[C:17]=5[N:18]=[CH:19][C:20]4=[N:24][N:23]=3)([CH2:30][CH2:29]1)[CH2:32][CH2:31]2)[S:34]([CH:37]1[CH2:38][CH2:39]1)(=[O:36])=[O:35]. The catalyst class is: 3. (10) Reactant: Br[C:2]1[CH:3]=[C:4]([CH2:8][CH2:9][N:10]([CH3:12])[CH3:11])[CH:5]=[CH:6][CH:7]=1.[CH3:13][N:14]1[C:18]([CH3:19])=[C:17](B2OC(C)(C)C(C)(C)O2)[C:16]([CH3:29])=[N:15]1.C([O-])([O-])=O.[K+].[K+]. Product: [CH3:11][N:10]([CH3:12])[CH2:9][CH2:8][C:4]1[CH:5]=[CH:6][CH:7]=[C:2]([C:17]2[C:16]([CH3:29])=[N:15][N:14]([CH3:13])[C:18]=2[CH3:19])[CH:3]=1. The catalyst class is: 149.